From a dataset of Catalyst prediction with 721,799 reactions and 888 catalyst types from USPTO. Predict which catalyst facilitates the given reaction. (1) Reactant: [Cl:1][C:2]1[CH:7]=[C:6]([C:8]([OH:10])=O)[CH:5]=[CH:4][N:3]=1.C(Cl)(=O)C([Cl:14])=O. Product: [Cl:1][C:2]1[CH:7]=[C:6]([C:8]([Cl:14])=[O:10])[CH:5]=[CH:4][N:3]=1. The catalyst class is: 120. (2) Reactant: [N+:1]([C:4]1[CH:9]=[CH:8][C:7]([C:10]([O:12][CH2:13][CH:14]2[CH2:19][CH:18]=[CH:17][CH2:16][N:15]2[C:20]([O:22][C:23]([CH3:26])([CH3:25])[CH3:24])=[O:21])=[O:11])=[CH:6][CH:5]=1)([O-:3])=[O:2].[N+](=[CH2:29])=[N-].C(OCC)C. Product: [N+:1]([C:4]1[CH:5]=[CH:6][C:7]([C:10]([O:12][CH2:13][C@@H:14]2[CH2:19][C@@H:18]3[C@@H:17]([CH2:29]3)[CH2:16][N:15]2[C:20]([O:22][C:23]([CH3:26])([CH3:25])[CH3:24])=[O:21])=[O:11])=[CH:8][CH:9]=1)([O-:3])=[O:2]. The catalyst class is: 167. (3) The catalyst class is: 1. Reactant: Cl[CH2:2][C:3]([NH:5][CH2:6][CH2:7][C:8]([C:13]1[CH:18]=[CH:17][C:16]([Cl:19])=[C:15]([Cl:20])[CH:14]=1)([OH:12])[CH2:9][O:10][CH3:11])=[O:4].CC(C)([O-])C.[Na+]. Product: [Cl:20][C:15]1[CH:14]=[C:13]([C:8]2([CH2:9][O:10][CH3:11])[O:12][CH2:2][C:3](=[O:4])[NH:5][CH2:6][CH2:7]2)[CH:18]=[CH:17][C:16]=1[Cl:19]. (4) The catalyst class is: 11. Product: [OH:4][CH2:5][C:6]1[C:11]([CH3:12])=[C:10]([O:13][CH3:14])[CH:9]=[CH:8][N:7]=1. Reactant: C([O:4][CH2:5][C:6]1[C:11]([CH3:12])=[C:10]([O:13][CH3:14])[CH:9]=[CH:8][N:7]=1)(=O)C.[OH-].[Na+]. (5) Reactant: P(CCCC)(CCCC)CCCC.C1CCN(C(N=NC(N2CCCCC2)=O)=O)CC1.[F:32][C:33]1([F:49])[CH2:38][CH2:37][C@H:36]([NH:39][C:40](=[O:46])[O:41][C:42]([CH3:45])([CH3:44])[CH3:43])[C@@H:35]([CH2:47][OH:48])[CH2:34]1.O[C:51]1[CH:56]=[CH:55][C:54]([C:57]2[N:62]=[CH:61][C:60]([C:63]#[N:64])=[CH:59][N:58]=2)=[CH:53][CH:52]=1. Product: [C:63]([C:60]1[CH:59]=[N:58][C:57]([C:54]2[CH:53]=[CH:52][C:51]([O:48][CH2:47][C@H:35]3[CH2:34][C:33]([F:49])([F:32])[CH2:38][CH2:37][C@@H:36]3[NH:39][C:40](=[O:46])[O:41][C:42]([CH3:45])([CH3:43])[CH3:44])=[CH:56][CH:55]=2)=[N:62][CH:61]=1)#[N:64]. The catalyst class is: 11. (6) Reactant: [F:1][C:2]1[C:3]([C:11]([F:14])([F:13])[F:12])=[C:4]([CH:8]([OH:10])[CH3:9])[CH:5]=[CH:6][CH:7]=1.[H-].[Na+].[CH3:17][O:18][C:19](=[O:44])[C:20]1[CH:25]=[CH:24][C:23]([C:26]2[CH:27]=[N:28][C:29]([NH2:43])=[C:30](OS(C3C=CC(C)=CC=3)(=O)=O)[CH:31]=2)=[CH:22][CH:21]=1. Product: [CH3:17][O:18][C:19](=[O:44])[C:20]1[CH:21]=[CH:22][C:23]([C:26]2[CH:27]=[N:28][C:29]([NH2:43])=[C:30]([O:10][CH:8]([C:4]3[CH:5]=[CH:6][CH:7]=[C:2]([F:1])[C:3]=3[C:11]([F:12])([F:13])[F:14])[CH3:9])[CH:31]=2)=[CH:24][CH:25]=1. The catalyst class is: 173.